This data is from Reaction yield outcomes from USPTO patents with 853,638 reactions. The task is: Predict the reaction yield, written as a fraction of the theoretical maximum amount of product (1.0 means a 100% yield; for example, 0.34 means a 34% yield). (1) The product is [C:26]([O:30][C:31]([NH:33][C:34]1[S:38][C:37]([C:39]2[C:44]([F:45])=[CH:43][CH:42]=[CH:41][C:40]=2[F:46])=[N:36][C:35]=1[C:47]([NH:20][C:19]1[C:14]([N:10]2[CH2:11][CH2:12][CH2:13][C:8]([NH:7][C:6](=[O:25])[O:5][C:1]([CH3:4])([CH3:2])[CH3:3])([CH3:24])[CH2:9]2)=[C:15]2[CH2:23][CH2:22][CH2:21][C:16]2=[N:17][CH:18]=1)=[O:48])=[O:32])([CH3:29])([CH3:27])[CH3:28]. The yield is 0.530. The reactants are [C:1]([O:5][C:6](=[O:25])[NH:7][C:8]1([CH3:24])[CH2:13][CH2:12][CH2:11][N:10]([C:14]2[C:19]([NH2:20])=[CH:18][N:17]=[C:16]3[CH2:21][CH2:22][CH2:23][C:15]=23)[CH2:9]1)([CH3:4])([CH3:3])[CH3:2].[C:26]([O:30][C:31]([NH:33][C:34]1[S:38][C:37]([C:39]2[C:44]([F:45])=[CH:43][CH:42]=[CH:41][C:40]=2[F:46])=[N:36][C:35]=1[C:47](O)=[O:48])=[O:32])([CH3:29])([CH3:28])[CH3:27].CN(C(ON1N=NC2C=CC=NC1=2)=[N+](C)C)C.F[P-](F)(F)(F)(F)F.CCN(C(C)C)C(C)C. The catalyst is CN(C=O)C.CO. (2) The reactants are [N+:1]([C:4]1[CH:9]=[CH:8][C:7]([C:10]2[S:11][CH:12]=[CH:13][CH:14]=2)=[CH:6][C:5]=1[NH:15][C:16]([NH:18][CH2:19][CH:20]1[CH2:25][CH2:24][NH:23][CH2:22][CH2:21]1)=[O:17])([O-])=O. The catalyst is CO.[Pd]. The product is [NH2:1][C:4]1[CH:9]=[CH:8][C:7]([C:10]2[S:11][CH:12]=[CH:13][CH:14]=2)=[CH:6][C:5]=1[NH:15][C:16]([NH:18][CH2:19][CH:20]1[CH2:25][CH2:24][NH:23][CH2:22][CH2:21]1)=[O:17]. The yield is 0.650. (3) The reactants are Cl.[N:2]1[NH:3][CH:4]=[C:5]2[CH2:11][CH2:10][NH:9][CH2:8][CH2:7][C:6]=12.O.[C:13](O[C:13]([O:15][C:16]([CH3:19])([CH3:18])[CH3:17])=[O:14])([O:15][C:16]([CH3:19])([CH3:18])[CH3:17])=[O:14].[OH-].[Na+]. The catalyst is CN(C=O)C. The product is [N:2]1[NH:3][CH:4]=[C:5]2[CH2:11][CH2:10][N:9]([C:13]([O:15][C:16]([CH3:19])([CH3:18])[CH3:17])=[O:14])[CH2:8][CH2:7][C:6]=12. The yield is 0.880.